This data is from TCR-epitope binding with 47,182 pairs between 192 epitopes and 23,139 TCRs. The task is: Binary Classification. Given a T-cell receptor sequence (or CDR3 region) and an epitope sequence, predict whether binding occurs between them. (1) The epitope is HTTDPSFLGRY. The TCR CDR3 sequence is CASMEGGNTEAFF. Result: 1 (the TCR binds to the epitope). (2) The epitope is KLPDDFTGCV. The TCR CDR3 sequence is CASSSIARGGLADTQYF. Result: 1 (the TCR binds to the epitope).